From a dataset of Reaction yield outcomes from USPTO patents with 853,638 reactions. Predict the reaction yield, written as a fraction of the theoretical maximum amount of product (1.0 means a 100% yield; for example, 0.34 means a 34% yield). The reactants are [S:1]1[C:3]2([CH2:8][CH2:7][N:6]([C:9]3[CH:14]=[CH:13][C:12]([N:15]4[CH2:19][C@H:18]([CH2:20][NH:21][C:22](=[O:24])[CH3:23])[O:17][C:16]4=[O:25])=[CH:11][C:10]=3[F:26])[CH2:5][CH2:4]2)[CH2:2]1.I([O-])(=O)(=O)=O.[Na+].[OH2:33].[CH3:34]O. No catalyst specified. The product is [S:1](=[C:2]1[C:3]2([CH2:8][CH2:7][N:6]([C:9]3[CH:14]=[CH:13][C:12]([N:15]4[CH2:19][C@H:18]([CH2:20][NH:21][C:22](=[O:24])[CH3:23])[O:17][C:16]4=[O:25])=[CH:11][C:10]=3[F:26])[CH2:5][CH2:4]2)[CH2:34]1)=[O:33]. The yield is 0.570.